This data is from Reaction yield outcomes from USPTO patents with 853,638 reactions. The task is: Predict the reaction yield, written as a fraction of the theoretical maximum amount of product (1.0 means a 100% yield; for example, 0.34 means a 34% yield). (1) The reactants are Cl.[NH2:2][C:3]1[N:4]=[CH:5][C:6]([C:20]2[CH:25]=[CH:24][C:23]([S:26]([NH:29][C@@H:30]3[CH2:32][C@H:31]3[CH3:33])(=[O:28])=[O:27])=[CH:22][CH:21]=2)=[N:7][C:8]=1[C:9]1[CH:10]=[C:11]2[C:16](=[CH:17][CH:18]=1)[C:15](=[O:19])[NH:14][CH2:13][CH2:12]2.[C:34](=O)([O-])[O-].[Cs+].[Cs+].CI. No catalyst specified. The product is [NH2:2][C:3]1[N:4]=[CH:5][C:6]([C:20]2[CH:21]=[CH:22][C:23]([S:26]([N:29]([CH3:34])[C@@H:30]3[CH2:32][C@H:31]3[CH3:33])(=[O:27])=[O:28])=[CH:24][CH:25]=2)=[N:7][C:8]=1[C:9]1[CH:10]=[C:11]2[C:16](=[CH:17][CH:18]=1)[C:15](=[O:19])[NH:14][CH2:13][CH2:12]2. The yield is 0.860. (2) The reactants are C1(P(C2C=CC=CC=2)C2C=CC3C(=CC=CC=3)C=2C2C3C(=CC=CC=3)C=CC=2P(C2C=CC=CC=2)C2C=CC=CC=2)C=CC=CC=1.CC(C)([O-])C.[Na+].[Br:53][C:54]1[CH:63]=[CH:62][CH:61]=[C:60](Br)[C:55]=1[O:56][CH2:57][CH2:58][NH2:59]. The catalyst is C1(C)C=CC=CC=1.C(OCC)(=O)C.C1C=CC(/C=C/C(/C=C/C2C=CC=CC=2)=O)=CC=1.C1C=CC(/C=C/C(/C=C/C2C=CC=CC=2)=O)=CC=1.C1C=CC(/C=C/C(/C=C/C2C=CC=CC=2)=O)=CC=1.[Pd].[Pd]. The product is [Br:53][C:54]1[C:55]2[O:56][CH2:57][CH2:58][NH:59][C:60]=2[CH:61]=[CH:62][CH:63]=1. The yield is 0.480.